The task is: Predict the product of the given reaction.. This data is from Forward reaction prediction with 1.9M reactions from USPTO patents (1976-2016). (1) Given the reactants Br[C:2]1[CH:3]=[N:4][C:5]2[N:6]([CH:8]=[C:9]([CH2:11][O:12][C:13]3[CH:18]=[CH:17][C:16]([F:19])=[CH:15][N:14]=3)[N:10]=2)[CH:7]=1.[F:20][C:21]1[C:22]([CH3:30])=[C:23](B(O)O)[CH:24]=[CH:25][CH:26]=1, predict the reaction product. The product is: [F:20][C:21]1[C:22]([CH3:30])=[C:23]([C:2]2[CH:3]=[N:4][C:5]3[N:6]([CH:8]=[C:9]([CH2:11][O:12][C:13]4[CH:18]=[CH:17][C:16]([F:19])=[CH:15][N:14]=4)[N:10]=3)[CH:7]=2)[CH:24]=[CH:25][CH:26]=1. (2) Given the reactants [NH2:1][C:2]1[CH:7]=[CH:6][C:5]([C:8]([N:10]2[CH2:15][CH2:14][CH:13]([NH:16][C:17]3[N:22]=[C:21]([C:23]4[C:31]5[C:26](=[CH:27][CH:28]=[CH:29][CH:30]=5)[NH:25][CH:24]=4)[C:20]([Cl:32])=[CH:19][N:18]=3)[CH2:12][CH2:11]2)=[O:9])=[C:4]([CH3:33])[CH:3]=1.C[CH2:35][N:36]([CH:40]([CH3:42])C)[CH:37](C)C.BrC/C=[CH:46]/[C:47](Cl)=[O:48].CNC, predict the reaction product. The product is: [Cl:32][C:20]1[C:21]([C:23]2[C:31]3[C:26](=[CH:27][CH:28]=[CH:29][CH:30]=3)[NH:25][CH:24]=2)=[N:22][C:17]([NH:16][CH:13]2[CH2:14][CH2:15][N:10]([C:8]([C:5]3[CH:6]=[CH:7][C:2]([NH:1][C:47](=[O:48])/[CH:46]=[CH:42]/[CH2:40][N:36]([CH3:35])[CH3:37])=[CH:3][C:4]=3[CH3:33])=[O:9])[CH2:11][CH2:12]2)=[N:18][CH:19]=1. (3) Given the reactants [OH:1][C:2]1[CH:3]=[C:4]([CH:6]=[CH:7][CH:8]=1)[NH2:5].Cl[C:10]1[N:15]=[C:14]([NH:16][C:17]2[CH:22]=[CH:21][C:20]([Cl:23])=[CH:19][N:18]=2)[C:13]([F:24])=[CH:12][N:11]=1, predict the reaction product. The product is: [Cl:23][C:20]1[CH:21]=[CH:22][C:17]([NH:16][C:14]2[C:13]([F:24])=[CH:12][N:11]=[C:10]([NH:5][C:4]3[CH:6]=[CH:7][CH:8]=[C:2]([OH:1])[CH:3]=3)[N:15]=2)=[N:18][CH:19]=1.